From a dataset of Catalyst prediction with 721,799 reactions and 888 catalyst types from USPTO. Predict which catalyst facilitates the given reaction. Reactant: [Cl:1][C:2]1[CH:3]=[C:4](I)[C:5]([NH2:8])=[N:6][CH:7]=1.[CH2:10]([Si:12]([C:17]#[CH:18])([CH2:15][CH3:16])[CH2:13][CH3:14])[CH3:11].[Cl-].[Li+].C([O-])([O-])=O.[Na+].[Na+]. Product: [Cl:1][C:2]1[CH:3]=[C:4]2[CH:11]=[C:10]([Si:12]([CH2:17][CH3:18])([CH2:15][CH3:16])[CH2:13][CH3:14])[NH:8][C:5]2=[N:6][CH:7]=1. The catalyst class is: 3.